Dataset: Catalyst prediction with 721,799 reactions and 888 catalyst types from USPTO. Task: Predict which catalyst facilitates the given reaction. (1) Reactant: [NH2:1][C:2]1[NH:7][C:6](=[O:8])[CH:5]=[C:4]([CH2:9][N:10]2[C:18]3[C:13](=[CH:14][C:15]([C:19]([NH:21][CH2:22][C@H:23]([NH:28][S:29]([C:32]4[C:41]5[C:36](=[CH:37][CH:38]=[CH:39][CH:40]=5)[CH:35]=[CH:34][CH:33]=4)(=[O:31])=[O:30])[C:24]([O:26]C)=[O:25])=[O:20])=[CH:16][CH:17]=3)[CH:12]=[N:11]2)[N:3]=1.C(N(CC)CC)C.O.ON1C2C=CC=CC=2N=N1.C1(N=C=NC2CCCCC2)CCCCC1. Product: [NH2:1][C:2]1[NH:7][C:6](=[O:8])[CH:5]=[C:4]([CH2:9][N:10]2[C:18]3[C:13](=[CH:14][C:15]([C:19]([NH:21][CH2:22][C@H:23]([NH:28][S:29]([C:32]4[C:41]5[C:36](=[CH:37][CH:38]=[CH:39][CH:40]=5)[CH:35]=[CH:34][CH:33]=4)(=[O:30])=[O:31])[C:24]([OH:26])=[O:25])=[O:20])=[CH:16][CH:17]=3)[CH:12]=[N:11]2)[N:3]=1. The catalyst class is: 9. (2) Reactant: [CH:1]([C@H:14]1[N:19]2[CH2:20][CH2:21][N:22](C(OCC3C=CC=CC=3)=O)[CH2:23][C@H:18]2[CH2:17][N:16]([CH2:34][C:35]2[C:40]([O:41][CH3:42])=[CH:39][CH:38]=[C:37]([N:43]3[C:47]([C:48]([F:51])([F:50])[F:49])=[N:46][N:45]=[N:44]3)[C:36]=2[O:52][CH3:53])[CH2:15]1)([C:8]1[CH:13]=[CH:12][CH:11]=[CH:10][CH:9]=1)[C:2]1[CH:7]=[CH:6][CH:5]=[CH:4][CH:3]=1.C(N(CC)CC)C. Product: [CH:1]([C@H:14]1[N:19]2[CH2:20][CH2:21][NH:22][CH2:23][C@@H:18]2[CH2:17][N:16]([CH2:34][C:35]2[C:40]([O:41][CH3:42])=[CH:39][CH:38]=[C:37]([N:43]3[C:47]([C:48]([F:49])([F:51])[F:50])=[N:46][N:45]=[N:44]3)[C:36]=2[O:52][CH3:53])[CH2:15]1)([C:8]1[CH:13]=[CH:12][CH:11]=[CH:10][CH:9]=1)[C:2]1[CH:7]=[CH:6][CH:5]=[CH:4][CH:3]=1. The catalyst class is: 312.